Dataset: Catalyst prediction with 721,799 reactions and 888 catalyst types from USPTO. Task: Predict which catalyst facilitates the given reaction. (1) The catalyst class is: 10. Reactant: [C:1]([O:5][C:6]([N:8]([C:19]([O:21][C:22]([CH3:25])([CH3:24])[CH3:23])=[O:20])[C:9]1[N:18]=[C:12]2[CH:13]=[CH:14][CH:15]=[C:16]([CH3:17])[N:11]2[N:10]=1)=[O:7])([CH3:4])([CH3:3])[CH3:2].C1C(=O)N([Br:33])C(=O)C1.N(C(C)(C)C#N)=NC(C)(C)C#N. Product: [C:22]([O:21][C:19]([N:8]([C:6]([O:5][C:1]([CH3:3])([CH3:4])[CH3:2])=[O:7])[C:9]1[N:18]=[C:12]2[CH:13]=[CH:14][CH:15]=[C:16]([CH2:17][Br:33])[N:11]2[N:10]=1)=[O:20])([CH3:25])([CH3:24])[CH3:23]. (2) Product: [CH2:1]([O:8][C:9]1[CH:10]=[C:11]2[C:15](=[CH:16][CH:17]=1)[N:14]([CH2:18][C:19]([O:21][C@H:30]([C:32]1[CH:37]=[CH:36][C:35]([O:38][CH:39]([F:40])[F:41])=[C:34]([O:42][CH2:43][CH:44]3[CH2:45][CH2:46]3)[CH:33]=1)[CH2:29][C:28]1[C:27]([Cl:47])=[CH:26][N+:25]([O-:48])=[CH:24][C:23]=1[Cl:22])=[O:20])[CH:13]=[CH:12]2)[C:2]1[CH:7]=[CH:6][CH:5]=[CH:4][CH:3]=1. The catalyst class is: 64. Reactant: [CH2:1]([O:8][C:9]1[CH:10]=[C:11]2[C:15](=[CH:16][CH:17]=1)[N:14]([CH2:18][C:19]([OH:21])=[O:20])[CH:13]=[CH:12]2)[C:2]1[CH:7]=[CH:6][CH:5]=[CH:4][CH:3]=1.[Cl:22][C:23]1[CH:24]=[N+:25]([O-:48])[CH:26]=[C:27]([Cl:47])[C:28]=1[CH2:29][C@@H:30]([C:32]1[CH:37]=[CH:36][C:35]([O:38][CH:39]([F:41])[F:40])=[C:34]([O:42][CH2:43][CH:44]2[CH2:46][CH2:45]2)[CH:33]=1)O.C(Cl)CCl. (3) Reactant: [F:1][C:2]1[CH:7]=[CH:6][CH:5]=[CH:4][C:3]=1[N:8]1[C:16]2[C:11](=[C:12]([N:17]3[CH2:21][CH2:20][NH:19][C:18]3=[O:22])[CH:13]=[CH:14][CH:15]=2)[CH:10]=[N:9]1.[H-].[Na+].Cl[CH2:26][C:27]1[S:28][C:29]([O:32][CH2:33][CH3:34])=[N:30][N:31]=1. Product: [CH2:33]([O:32][C:29]1[S:28][C:27]([CH2:26][N:19]2[CH2:20][CH2:21][N:17]([C:12]3[CH:13]=[CH:14][CH:15]=[C:16]4[C:11]=3[CH:10]=[N:9][N:8]4[C:3]3[CH:4]=[CH:5][CH:6]=[CH:7][C:2]=3[F:1])[C:18]2=[O:22])=[N:31][N:30]=1)[CH3:34]. The catalyst class is: 7. (4) The catalyst class is: 2. Reactant: C(O[CH:5]1[CH2:10][CH2:9][CH:8]([O:11][CH2:12][C:13]2[CH:18]=[CH:17][CH:16]=[CH:15][CH:14]=2)[CH2:7][O:6]1)(=O)C.[CH3:19][O:20][C:21]([O:25][Si](C)(C)C)=[C:22]([CH3:24])[CH3:23].B(F)(F)F.CCOCC. Product: [CH2:12]([O:11][CH:8]1[CH2:7][O:6][CH:5]([C:22]([CH3:24])([CH3:23])[C:21]([O:20][CH3:19])=[O:25])[CH2:10][CH2:9]1)[C:13]1[CH:14]=[CH:15][CH:16]=[CH:17][CH:18]=1. (5) Reactant: [C:1]([NH:4][C:5]1[CH:6]=[CH:7][CH:8]=[C:9]2[C:13]=1[C:12](=[O:14])[N:11]([CH:15]([C:20]1[CH:25]=[CH:24][C:23]([O:26][CH:27]([F:29])[F:28])=[C:22]([O:30][CH2:31][CH3:32])[CH:21]=1)[CH2:16][C:17](O)=[O:18])[CH2:10]2)(=[O:3])[CH3:2].C(N1C=CN=C1)(N1C=CN=C1)=O.[NH:45]1[CH2:50][CH2:49][O:48][CH2:47][CH2:46]1.O. Product: [F:29][CH:27]([F:28])[O:26][C:23]1[CH:24]=[CH:25][C:20]([CH:15]([N:11]2[C:12](=[O:14])[C:13]3[C:9](=[CH:8][CH:7]=[CH:6][C:5]=3[NH:4][C:1](=[O:3])[CH3:2])[CH2:10]2)[CH2:16][C:17]([N:45]2[CH2:50][CH2:49][O:48][CH2:47][CH2:46]2)=[O:18])=[CH:21][C:22]=1[O:30][CH2:31][CH3:32]. The catalyst class is: 7.